From a dataset of Full USPTO retrosynthesis dataset with 1.9M reactions from patents (1976-2016). Predict the reactants needed to synthesize the given product. (1) Given the product [F:26][C:27]([C:28]1[CH:29]=[C:30]([C:32]2[CH:42]=[C:41]([CH3:43])[C:35]3[O:36][CH2:37][C:38](=[O:40])[NH:39][C:34]=3[CH:33]=2)[N:9]([C:6]2[CH:7]=[CH:8][C:3]([F:2])=[CH:4][C:5]=2[CH3:11])[N:10]=1)([F:46])[CH3:45], predict the reactants needed to synthesize it. The reactants are: Cl.[F:2][C:3]1[CH:8]=[CH:7][C:6]([NH:9][NH2:10])=[C:5]([CH3:11])[CH:4]=1.C(N(CC)CC)C.C(O)(C(F)(F)F)=O.[F:26][C:27]([F:46])([CH3:45])[C:28](=O)[CH2:29][C:30]([C:32]1[CH:42]=[C:41]([CH3:43])[C:35]2[O:36][CH2:37][C:38](=[O:40])[NH:39][C:34]=2[CH:33]=1)=O. (2) Given the product [CH3:42][S:43]([O:1][CH2:2][CH2:3][N:4]1[CH:8]=[C:7]([CH2:9][C:10]([F:12])([F:11])[F:13])[N:6]=[C:5]1[CH:14]1[CH2:15][CH2:16][N:17]([C:20]2[C:21]3[C@H:29]([C:30]([F:33])([F:32])[F:31])[CH2:28][C:27](=[O:34])[NH:26][C:22]=3[N:23]=[CH:24][N:25]=2)[CH2:18][CH2:19]1)(=[O:45])=[O:44], predict the reactants needed to synthesize it. The reactants are: [OH:1][CH2:2][CH2:3][N:4]1[CH:8]=[C:7]([CH2:9][C:10]([F:13])([F:12])[F:11])[N:6]=[C:5]1[CH:14]1[CH2:19][CH2:18][N:17]([C:20]2[C:21]3[C@H:29]([C:30]([F:33])([F:32])[F:31])[CH2:28][C:27](=[O:34])[NH:26][C:22]=3[N:23]=[CH:24][N:25]=2)[CH2:16][CH2:15]1.C(N(CC)CC)C.[CH3:42][S:43](Cl)(=[O:45])=[O:44]. (3) Given the product [C:1]([C:3]1[C:4]([C:20]2[CH:25]=[CH:24][CH:23]=[CH:22][CH:21]=2)=[C:5]([C:17]([NH:33][CH:30]2[CH2:31][CH2:32][N:27]([CH3:26])[CH2:28][CH2:29]2)=[O:19])[S:6][C:7]=1[S:8][C:9]1[C:14]([Cl:15])=[CH:13][N:12]=[CH:11][C:10]=1[Cl:16])#[N:2], predict the reactants needed to synthesize it. The reactants are: [C:1]([C:3]1[C:4]([C:20]2[CH:25]=[CH:24][CH:23]=[CH:22][CH:21]=2)=[C:5]([C:17]([OH:19])=O)[S:6][C:7]=1[S:8][C:9]1[C:14]([Cl:15])=[CH:13][N:12]=[CH:11][C:10]=1[Cl:16])#[N:2].[CH3:26][N:27]1[CH2:32][CH2:31][CH:30]([NH2:33])[CH2:29][CH2:28]1. (4) Given the product [CH3:1][CH:2]([CH3:38])[CH2:3][C@@H:4]([B:5]([OH:9])[OH:6])[NH:18][C:19](=[O:37])[C@@H:20]([NH:21][C:22]([C:24]1[CH:29]=[N:28][CH:27]=[CH:26][N:25]=1)=[O:23])[CH2:30][C:31]1[CH:32]=[CH:33][CH:34]=[CH:35][CH:36]=1, predict the reactants needed to synthesize it. The reactants are: [CH3:1][CH:2]([CH3:38])[CH2:3][C@H:4]([NH:18][C:19](=[O:37])[C@H:20]([CH2:30][C:31]1[CH:36]=[CH:35][CH:34]=[CH:33][CH:32]=1)[NH:21][C:22]([C:24]1[CH:29]=[N:28][CH:27]=[CH:26][N:25]=1)=[O:23])[B:5]1[O:9][C@@H]2C[C@@H]3C[C@H]([C@]2(C)[O:6]1)C3(C)C.Cl.C(B(O)O)C(C)C. (5) Given the product [CH2:17]([O:19][C:20](=[O:47])[CH2:21][CH2:22][CH:23]([NH:39][C:14](=[O:16])[CH2:13][CH2:12][CH2:11][CH2:10][CH2:9][CH2:8][CH2:7][C:1]1[CH:2]=[CH:3][CH:4]=[CH:5][CH:6]=1)[CH2:24][C:25]1[CH:30]=[CH:29][C:28]([O:31][CH2:32][C:33]2[CH:38]=[CH:37][CH:36]=[CH:35][CH:34]=2)=[CH:27][CH:26]=1)[CH3:18], predict the reactants needed to synthesize it. The reactants are: [C:1]1([CH2:7][CH2:8][CH2:9][CH2:10][CH2:11][CH2:12][CH2:13][C:14]([OH:16])=O)[CH:6]=[CH:5][CH:4]=[CH:3][CH:2]=1.[CH2:17]([O:19][C:20](=[O:47])[CH:21]=[CH:22][CH:23]([NH:39]C(OC(C)(C)C)=O)[CH2:24][C:25]1[CH:30]=[CH:29][C:28]([O:31][CH2:32][C:33]2[CH:38]=[CH:37][CH:36]=[CH:35][CH:34]=2)=[CH:27][CH:26]=1)[CH3:18]. (6) Given the product [CH3:18][C:5]([O:7][C:8]1[CH:13]=[CH:12][CH:11]=[CH:10][C:9]=1[S:14]([CH3:17])(=[O:16])=[O:15])([CH3:6])[C:4]([OH:19])=[O:3], predict the reactants needed to synthesize it. The reactants are: C([O:3][C:4](=[O:19])[C:5]([CH3:18])([O:7][C:8]1[CH:13]=[CH:12][CH:11]=[CH:10][C:9]=1[S:14]([CH3:17])(=[O:16])=[O:15])[CH3:6])C.[OH-].[Na+].O.